From a dataset of Forward reaction prediction with 1.9M reactions from USPTO patents (1976-2016). Predict the product of the given reaction. (1) Given the reactants C([O:8][C:9]1[CH:21]=[CH:20][C:12]2[CH:13]=[C:14]([C:16]([O:18][CH3:19])=[O:17])[O:15][C:11]=2[CH:10]=1)C1C=CC=CC=1, predict the reaction product. The product is: [OH:8][C:9]1[CH:21]=[CH:20][C:12]2[CH:13]=[C:14]([C:16]([O:18][CH3:19])=[O:17])[O:15][C:11]=2[CH:10]=1. (2) Given the reactants Cl[C:2]1[N:3]=[C:4]([N:26]2[CH2:31][CH2:30][O:29][CH2:28][CH2:27]2)[C:5]2[S:10][C:9]([CH2:11][N:12]3[CH2:17][CH2:16][N:15]([S:18]([CH2:21][S:22]([CH3:25])(=[O:24])=[O:23])(=[O:20])=[O:19])[CH2:14][CH2:13]3)=[CH:8][C:6]=2[N:7]=1.[NH2:32][C:33]1[N:38]=[CH:37][C:36](B(O)O)=[CH:35][N:34]=1, predict the reaction product. The product is: [CH3:25][S:22]([CH2:21][S:18]([N:15]1[CH2:16][CH2:17][N:12]([CH2:11][C:9]2[S:10][C:5]3[C:4]([N:26]4[CH2:31][CH2:30][O:29][CH2:28][CH2:27]4)=[N:3][C:2]([C:36]4[CH:35]=[N:34][C:33]([NH2:32])=[N:38][CH:37]=4)=[N:7][C:6]=3[CH:8]=2)[CH2:13][CH2:14]1)(=[O:20])=[O:19])(=[O:24])=[O:23].